From a dataset of Reaction yield outcomes from USPTO patents with 853,638 reactions. Predict the reaction yield, written as a fraction of the theoretical maximum amount of product (1.0 means a 100% yield; for example, 0.34 means a 34% yield). (1) The reactants are [CH3:1][O-:2].[Na+].[CH3:4][N:5]1[C:13]2[C:12]3([C:20]4[CH:25]=[CH:24][CH:23]=[CH:22][CH:21]=4)[CH2:14][CH2:15][C:16](=[O:19])[CH:17]([CH3:18])[CH:11]3[CH2:10][CH2:9][C:8]=2[C:7]([C:26]2[CH:31]=[CH:30][CH:29]=[CH:28][CH:27]=2)=[N:6]1. The catalyst is C(OCC)=O.C(OCC)(=O)C. The product is [OH:2]/[CH:1]=[C:15]1/[CH2:14][C:12]2([C:20]3[CH:21]=[CH:22][CH:23]=[CH:24][CH:25]=3)[C:13]3[N:5]([CH3:4])[N:6]=[C:7]([C:26]4[CH:27]=[CH:28][CH:29]=[CH:30][CH:31]=4)[C:8]=3[CH2:9][CH2:10][CH:11]2[CH:17]([CH3:18])[C:16]/1=[O:19]. The yield is 1.00. (2) No catalyst specified. The product is [CH2:31]([N:27]1[CH2:28][CH2:29][CH2:30][CH:25]([NH:24][C:19](=[O:21])[C:18]2[CH:22]=[CH:23][C:15]([O:14][CH2:13][C:3]3[C:4]([C:7]4[CH:8]=[CH:9][CH:10]=[CH:11][CH:12]=4)=[N:5][O:6][C:2]=3[CH3:1])=[N:16][CH:17]=2)[CH2:26]1)[CH3:32]. The yield is 0.950. The reactants are [CH3:1][C:2]1[O:6][N:5]=[C:4]([C:7]2[CH:12]=[CH:11][CH:10]=[CH:9][CH:8]=2)[C:3]=1[CH2:13][O:14][C:15]1[CH:23]=[CH:22][C:18]([C:19]([OH:21])=O)=[CH:17][N:16]=1.[NH2:24][CH:25]1[CH2:30][CH2:29][CH2:28][N:27]([CH2:31][CH3:32])[CH2:26]1. (3) The reactants are [Cl:1][C:2]1[CH:3]=[C:4]([CH:16]=[CH:17][CH:18]=1)[O:5][C:6]1[CH:11]=[CH:10][C:9]([N+:12]([O-])=O)=[C:8]([CH3:15])[CH:7]=1.[Cl-].[NH4+]. The catalyst is C(O)C.O.[Fe]. The product is [Cl:1][C:2]1[CH:3]=[C:4]([CH:16]=[CH:17][CH:18]=1)[O:5][C:6]1[CH:11]=[CH:10][C:9]([NH2:12])=[C:8]([CH3:15])[CH:7]=1. The yield is 0.870. (4) The reactants are [C:1]([C:5]1[CH:6]=[C:7]([C:15](=[O:17])[CH3:16])[CH:8]=[C:9]([N+:12]([O-])=O)[C:10]=1[OH:11])([CH3:4])([CH3:3])[CH3:2].C(OCC)(=O)C.CCCCCC. The catalyst is C(OCC)(=O)C.[C].[Pd]. The product is [NH2:12][C:9]1[CH:8]=[C:7]([C:15](=[O:17])[CH3:16])[CH:6]=[C:5]([C:1]([CH3:2])([CH3:4])[CH3:3])[C:10]=1[OH:11]. The yield is 0.718. (5) The reactants are [C:1]([C:3]1[CH:4]=[C:5]([S:9]([NH:12][C@H:13]2[CH2:18][CH2:17][C@@H:16]([C:19]3[CH:24]=[CH:23][C:22]([OH:25])=[CH:21][C:20]=3[OH:26])[CH2:15][CH2:14]2)(=[O:11])=[O:10])[CH:6]=[CH:7][CH:8]=1)#[N:2].[NH4+].[Cl-].[N-:29]=[N+:30]=[N-:31].[Na+]. The catalyst is CN(C=O)C. The product is [OH:26][C:20]1[CH:21]=[C:22]([OH:25])[CH:23]=[CH:24][C:19]=1[C@@H:16]1[CH2:15][CH2:14][C@H:13]([NH:12][S:9]([C:5]2[CH:6]=[CH:7][CH:8]=[C:3]([C:1]3[NH:31][N:30]=[N:29][N:2]=3)[CH:4]=2)(=[O:11])=[O:10])[CH2:18][CH2:17]1. The yield is 0.720. (6) The yield is 0.530. The product is [Cl:1][C:2]1[CH:10]=[CH:9][CH:8]=[C:7]2[C:3]=1[C:4]1([C:20]3=[CH:21][C:22]4[O:26][CH2:25][O:24][C:23]=4[CH:27]=[C:19]3[O:18][CH2:17]1)[C:5](=[O:16])[N:6]2[CH2:11][C:12](=[N:14][O:15][C:38]([CH:35]1[CH2:37][CH2:36]1)=[O:39])[NH2:13]. The reactants are [Cl:1][C:2]1[CH:10]=[CH:9][CH:8]=[C:7]2[C:3]=1[C:4]1([C:20]3=[CH:21][C:22]4[O:26][CH2:25][O:24][C:23]=4[CH:27]=[C:19]3[O:18][CH2:17]1)[C:5](=[O:16])[N:6]2[CH2:11][C:12](=[N:14][OH:15])[NH2:13].C(NC(C)C)(C)C.[CH:35]1([C:38](Cl)=[O:39])[CH2:37][CH2:36]1. The catalyst is ClCCl. (7) The reactants are [CH2:1]([S:8][C:9]1[CH:10]=[CH:11][C:12]([NH:22][C:23]2[CH:28]=[C:27]([C:29]#[N:30])[C:26]([Br:31])=[CH:25][C:24]=2[O:32][CH3:33])=[C:13](/[CH:15]=[CH:16]/[C:17]([O:19]CC)=O)[CH:14]=1)[C:2]1[CH:7]=[CH:6][CH:5]=[CH:4][CH:3]=1.CO.C[O-].[Na+]. The catalyst is C(Cl)Cl. The product is [CH2:1]([S:8][C:9]1[CH:14]=[C:13]2[C:12](=[CH:11][CH:10]=1)[N:22]([C:23]1[C:24]([O:32][CH3:33])=[CH:25][C:26]([Br:31])=[C:27]([CH:28]=1)[C:29]#[N:30])[C:17](=[O:19])[CH:16]=[CH:15]2)[C:2]1[CH:3]=[CH:4][CH:5]=[CH:6][CH:7]=1. The yield is 0.910. (8) The reactants are [Cl:1][CH:2]([O:6][C:7]([NH:9][CH2:10][C:11]1([CH2:17][C:18]([OH:20])=[O:19])[CH2:16][CH2:15][CH2:14][CH2:13][CH2:12]1)=[O:8])[CH:3]([CH3:5])[CH3:4].C1(N=C=NC2CCCCC2)CCCCC1.[CH2:36](O)[C:37]1[CH:42]=[CH:41][CH:40]=[CH:39][CH:38]=1. The catalyst is ClCCl.CN(C)C1C=CN=CC=1. The product is [Cl:1][CH:2]([O:6][C:7]([NH:9][CH2:10][C:11]1([CH2:17][C:18]([O:20][CH2:36][C:37]2[CH:42]=[CH:41][CH:40]=[CH:39][CH:38]=2)=[O:19])[CH2:12][CH2:13][CH2:14][CH2:15][CH2:16]1)=[O:8])[CH:3]([CH3:4])[CH3:5]. The yield is 0.620. (9) The reactants are [NH2:1][C:2]1[CH:3]=[CH:4][CH:5]=[C:6]2[C:11]=1[CH:10]=[C:9]([OH:12])[CH:8]=[CH:7]2.CS(O[C@H:18]1[CH2:23][CH2:22][C@H:21]([CH3:24])[CH2:20][CH2:19]1)(=O)=O.C([O-])([O-])=O.[Cs+].[Cs+]. The catalyst is CC(O)(C)C. The product is [CH3:24][C@@H:21]1[CH2:22][CH2:23][C@H:18]([O:12][C:9]2[CH:10]=[C:11]3[C:6]([CH:5]=[CH:4][CH:3]=[C:2]3[NH2:1])=[CH:7][CH:8]=2)[CH2:19][CH2:20]1. The yield is 0.600.